Dataset: NCI-60 drug combinations with 297,098 pairs across 59 cell lines. Task: Regression. Given two drug SMILES strings and cell line genomic features, predict the synergy score measuring deviation from expected non-interaction effect. (1) Drug 1: CC1=C(C(=CC=C1)Cl)NC(=O)C2=CN=C(S2)NC3=CC(=NC(=N3)C)N4CCN(CC4)CCO. Drug 2: C1C(C(OC1N2C=NC3=C2NC=NCC3O)CO)O. Cell line: OVCAR-5. Synergy scores: CSS=6.67, Synergy_ZIP=-2.58, Synergy_Bliss=-2.15, Synergy_Loewe=-13.4, Synergy_HSA=-1.97. (2) Drug 1: C1=CC(=C2C(=C1NCCNCCO)C(=O)C3=C(C=CC(=C3C2=O)O)O)NCCNCCO. Drug 2: CC=C1C(=O)NC(C(=O)OC2CC(=O)NC(C(=O)NC(CSSCCC=C2)C(=O)N1)C(C)C)C(C)C. Cell line: KM12. Synergy scores: CSS=75.4, Synergy_ZIP=-6.25, Synergy_Bliss=-4.82, Synergy_Loewe=-2.53, Synergy_HSA=0.710. (3) Drug 1: COC1=C(C=C2C(=C1)N=CN=C2NC3=CC(=C(C=C3)F)Cl)OCCCN4CCOCC4. Drug 2: CN1C2=C(C=C(C=C2)N(CCCl)CCCl)N=C1CCCC(=O)O.Cl. Cell line: CCRF-CEM. Synergy scores: CSS=42.6, Synergy_ZIP=-1.28, Synergy_Bliss=4.26, Synergy_Loewe=2.22, Synergy_HSA=2.79. (4) Drug 1: CC1C(C(CC(O1)OC2CC(OC(C2O)C)OC3=CC4=CC5=C(C(=O)C(C(C5)C(C(=O)C(C(C)O)O)OC)OC6CC(C(C(O6)C)O)OC7CC(C(C(O7)C)O)OC8CC(C(C(O8)C)O)(C)O)C(=C4C(=C3C)O)O)O)O. Drug 2: C1C(C(OC1N2C=NC(=NC2=O)N)CO)O. Cell line: NCI-H322M. Synergy scores: CSS=20.9, Synergy_ZIP=0.710, Synergy_Bliss=0.976, Synergy_Loewe=1.26, Synergy_HSA=0.927. (5) Drug 1: C1=CN(C(=O)N=C1N)C2C(C(C(O2)CO)O)O.Cl. Drug 2: CCN(CC)CCCC(C)NC1=C2C=C(C=CC2=NC3=C1C=CC(=C3)Cl)OC. Cell line: NCI/ADR-RES. Synergy scores: CSS=43.4, Synergy_ZIP=-7.15, Synergy_Bliss=-7.52, Synergy_Loewe=-14.4, Synergy_HSA=-2.74. (6) Drug 1: CC(C1=C(C=CC(=C1Cl)F)Cl)OC2=C(N=CC(=C2)C3=CN(N=C3)C4CCNCC4)N. Drug 2: CS(=O)(=O)OCCCCOS(=O)(=O)C. Cell line: CAKI-1. Synergy scores: CSS=25.8, Synergy_ZIP=-6.80, Synergy_Bliss=-3.64, Synergy_Loewe=0.660, Synergy_HSA=0.753.